Dataset: Reaction yield outcomes from USPTO patents with 853,638 reactions. Task: Predict the reaction yield, written as a fraction of the theoretical maximum amount of product (1.0 means a 100% yield; for example, 0.34 means a 34% yield). (1) The reactants are [CH3:1][O:2][C:3]([O:6][CH3:7])([CH3:5])[CH3:4].C1(C)C=CC(S(O)(=O)=O)=CC=1.[OH:19][CH2:20]C(CO)O. The catalyst is CN(C)C=O. The product is [CH3:4][C:3]1([CH3:5])[O:6][CH:7]([CH2:20][OH:19])[CH2:1][O:2]1. The yield is 0.680. (2) The reactants are [CH2:1]([O:3][C:4](=[O:22])[C:5]1[CH:10]=[C:9]([CH:11]=[CH:12]N(C)C)[C:8]([N+:16]([O-])=O)=[CH:7][C:6]=1[N+:19]([O-])=O)[CH3:2]. The catalyst is CCO.[Ni]. The product is [CH2:1]([O:3][C:4]([C:5]1[CH:10]=[C:9]2[C:8](=[CH:7][C:6]=1[NH2:19])[NH:16][CH:12]=[CH:11]2)=[O:22])[CH3:2]. The yield is 0.300. (3) The reactants are [N+:1]([C:4]1[CH:5]=[N:6][NH:7][CH:8]=1)([O-:3])=[O:2].C([O-])([O-])=O.[K+].[K+].Cl[CH2:16][C:17]([O:19][CH3:20])=[O:18]. The catalyst is C(#N)C. The product is [N+:1]([C:4]1[CH:5]=[N:6][N:7]([CH2:16][C:17]([O:19][CH3:20])=[O:18])[CH:8]=1)([O-:3])=[O:2]. The yield is 0.920.